This data is from Catalyst prediction with 721,799 reactions and 888 catalyst types from USPTO. The task is: Predict which catalyst facilitates the given reaction. The catalyst class is: 11. Product: [CH3:24][N:23]1[C:21](=[O:22])[N:19]([CH3:20])[C:30](=[O:31])[C:29]2[N:28]([CH2:32][C:33]([OH:35])=[O:34])[CH:27]=[N:26][C:25]1=2.[CH2:5]1[CH:6]([NH:7][CH2:8][C:9]2[C:14]([NH2:15])=[C:13]([Br:16])[CH:12]=[C:11]([Br:17])[CH:10]=2)[CH2:1][CH2:2][CH:3]([OH:18])[CH2:4]1. Reactant: [CH2:1]1[CH:6]([NH:7][CH2:8][C:9]2[C:14]([NH2:15])=[C:13]([Br:16])[CH:12]=[C:11]([Br:17])[CH:10]=2)[CH2:5][CH2:4][CH:3]([OH:18])[CH2:2]1.[N:19]1([C:30](=[O:31])[C:29]2[N:28]([CH2:32][C:33]([OH:35])=[O:34])[CH:27]=[N:26][C:25]=2[N:23]([CH3:24])[C:21]1=[O:22])[CH3:20].